The task is: Binary Classification. Given a miRNA mature sequence and a target amino acid sequence, predict their likelihood of interaction.. This data is from Experimentally validated miRNA-target interactions with 360,000+ pairs, plus equal number of negative samples. (1) The miRNA is hsa-miR-6891-5p with sequence UAAGGAGGGGGAUGAGGGG. The protein sequence of the target gene is MSSSVRRKGKPGKGGGKGSSRGGRGGRSHASKSHGSGGGGGGGGGGGGGNRKASSRIWDDGDDFCIFSESRRPSRPSNSNISKGESRPKWKPKAKVPLQTLHMTSENQEKVKALLRDLQEQDADAGSERGLSGEEEDDEPDCCNDERYWPAGQEPSLVPDLDPLEYAGLASVEPYVPEFTVSPFAVQKLSRYGFNTERCQAVLRMCDGDVGASLEHLLTQCFSETFGERMKISEAVNQISLDECMEQRQEEAFALKSICGEKFIERIQNRVWTIGLELEYLTSRFRKSKPKESTKNVQEN.... Result: 0 (no interaction). (2) The miRNA is hsa-miR-7973 with sequence UGUGACCCUAGAAUAAUUAC. The protein sequence of the target gene is MGEEGPPSLEYIQAKDLFPPKELVKEEENLQVPFTVLQGEGVEFLGRAADALIAISNYRLHIKFKDSVINVPLRMIDSVESRDMFQLHISCKDSKVVRCHFSTFKQCQEWLSRLSRATARPAKPEDLFAFAYHAWCLGLTEEDQHTHLCQPGEHIRCRQEAELARMGFDLQNVWRVSHINSNYKLCPSYPQKLLVPVWITDKELENVASFRSWKRIPVVVYRHLRNGAAIARCSQPEISWWGWRNADDEYLVTSIAKACALDPGTRATGGSLSTGNNDTSEACDADFDSSLTACSGVEST.... Result: 1 (interaction). (3) The miRNA is mmu-miR-879-5p with sequence AGAGGCUUAUAGCUCUAAGCC. The protein sequence of the target gene is MDLDKPSVWGSLKQRTRPLLINLSKKKAKKSPSKPLDLRVQHHLDRRLSLSVPDLLEAEALAPEGRPYSGPQSSYISVPNSLSTAGIVPKSSSSSLKQSEEELDWSQEEASHVHGVDTDSEEIYASPAEEWQAFSQSALDLHKPSLGRDAPEEHDKTHGNDDLNASMTSQHFEEESTLGEASDCVSHLPSPFAYLLTIHLKEGRNLVVRDRCGTSDPYVKFKLNGKTLYKSKVIYKNLNPIWDEIVVLPIQSLDQKLRVKVYDRDLTKSDFMGSAFVVLRDLELNRTTEHILKLEDPNSL.... Result: 0 (no interaction). (4) The miRNA is hsa-miR-6886-3p with sequence UGCCCUUCUCUCCUCCUGCCU. The protein sequence of the target gene is MSAAGARGLRATYHRLLDKVELMLPEKLRPLYNHPAGPRTVFFWAPIMKWGLVCAGLADMARPAEKLSTAQSAVLMATGFIWSRYSLVIIPKNWSLFAVNFFVGAAGASQLFRIWRYNQELKAKAHK. Result: 0 (no interaction). (5) The miRNA is hsa-miR-4282 with sequence UAAAAUUUGCAUCCAGGA. The protein sequence of the target gene is MRRRVFSSQDWRASGWDGMGFFSRRTFCGRSGRSCRGQLVQVSRPEVSAGSLLLPAPQAEDHSSRILYPRPKSLLPKMMNADMDAVDAENQVELEEKTRLINQVLELQHTLEDLSARVDAVKEENLKLKSENQVLGQYIENLMSASSVFQTTDTKSKRK. Result: 1 (interaction). (6) The miRNA is hsa-miR-181a-5p with sequence AACAUUCAACGCUGUCGGUGAGU. The protein sequence of the target gene is MKGSRIELGDVTPHNIKQLKRLNQVIFPVSYNDKFYKDVLEVGELAKLAYFNDIAVGAVCCRVDHSQNQKRLYIMTLGCLAPYRRLGIGTKMLNHVLNICEKDGTFDNIYLHVQISNESAIDFYRKFGFEIIETKKNYYKRIEPADAHVLQKNLKVPSGQNAETQKTDN. Result: 0 (no interaction). (7) The miRNA is mmu-miR-5100 with sequence UCGAAUCCCAGCGGUGCCUCU. The protein sequence of the target gene is MNIMDFNVKKLAADAGTFLSRAVQFTEEKLGQAEKTELDAHLENLLSKAECTKIWTEKIMKQTEVLLQPNPNARIEEFVYEKLDRKAPSRINNPELLGQYMIDAGTEFGPGTAYGNALIKCGETQKRIGTADRELIQTSALNFLTPLRNFIEGDYKTIAKERKLLQNKRLDLDAAKTRLKKAKAAETKSSSEQELRITQSEFDRQAEITRLLLEGISSTHAHHLRCLNDFVEAQMTYYAQCYQYMLDLQKQLGSFPSNYLSNNNQTSGTPVPYALSNAIGPSAQASTGSLVITCPSNLND.... Result: 0 (no interaction).